From a dataset of Forward reaction prediction with 1.9M reactions from USPTO patents (1976-2016). Predict the product of the given reaction. Given the reactants [CH3:1][N:2]1[CH2:7][CH2:6][NH:5][CH2:4][CH2:3]1.[C:8]1([CH2:14][N:15]2[CH2:20][CH2:19][C:18](=O)[CH2:17][CH2:16]2)[CH:13]=[CH:12][CH:11]=[CH:10][CH:9]=1, predict the reaction product. The product is: [CH3:1][N:2]1[CH2:7][CH2:6][N:5]([CH:18]2[CH2:17][CH2:16][N:15]([CH2:14][C:8]3[CH:13]=[CH:12][CH:11]=[CH:10][CH:9]=3)[CH2:20][CH2:19]2)[CH2:4][CH2:3]1.